From a dataset of Catalyst prediction with 721,799 reactions and 888 catalyst types from USPTO. Predict which catalyst facilitates the given reaction. (1) Reactant: [NH2:1][C:2]1[CH:17]=[CH:16][C:15]([Br:18])=[CH:14][C:3]=1[C:4]([NH:6][C:7]1[CH:12]=[CH:11][CH:10]=[CH:9][C:8]=1[Cl:13])=[O:5].[Cl:19][CH2:20][C:21](Cl)=O. Product: [Br:18][C:15]1[CH:14]=[C:3]2[C:2](=[CH:17][CH:16]=1)[N:1]=[C:21]([CH2:20][Cl:19])[N:6]([C:7]1[CH:12]=[CH:11][CH:10]=[CH:9][C:8]=1[Cl:13])[C:4]2=[O:5]. The catalyst class is: 15. (2) Reactant: [NH2:1][C:2]1[S:6][C:5]([C:7]2[CH:12]=[CH:11][CH:10]=[CH:9][CH:8]=2)=[N:4][C:3]=1[C:13]([N:15]1[CH2:20][CH2:19][CH:18]([N:21]2[CH2:33][CH2:32][CH2:31][C:23]3([C:27](=[O:28])[O:26][C:25]([CH3:30])([CH3:29])[CH2:24]3)[CH2:22]2)[CH2:17][CH2:16]1)=[O:14].[CH2:34]([N:36]=[C:37]=[O:38])[CH3:35].C(OC(C)C)(C)C. Product: [CH3:29][C:25]1([CH3:30])[CH2:24][C:23]2([CH2:31][CH2:32][CH2:33][N:21]([CH:18]3[CH2:19][CH2:20][N:15]([C:13]([C:3]4[N:4]=[C:5]([C:7]5[CH:8]=[CH:9][CH:10]=[CH:11][CH:12]=5)[S:6][C:2]=4[NH:1][C:37]([NH:36][CH2:34][CH3:35])=[O:38])=[O:14])[CH2:16][CH2:17]3)[CH2:22]2)[C:27](=[O:28])[O:26]1. The catalyst class is: 81.